This data is from Forward reaction prediction with 1.9M reactions from USPTO patents (1976-2016). The task is: Predict the product of the given reaction. (1) Given the reactants [CH3:1][C:2]1[N:3]=[C:4]([S:7]([NH:10][C:11]2[CH:19]=[C:18]3[C:14]([CH2:15][CH2:16][CH2:17]3)=[CH:13][C:12]=2[O:20][CH2:21][C:22]2[CH:31]=[CH:30][C:25]([C:26]([O:28][CH3:29])=[O:27])=[CH:24][CH:23]=2)(=[O:9])=[O:8])[S:5][CH:6]=1.[F:32][CH:33]([CH3:36])[CH2:34]O.C1(P(C2C=CC=CC=2)C2C=CC=CC=2)C=CC=CC=1.N(C(OCC)=O)=NC(OCC)=O, predict the reaction product. The product is: [F:32][CH:33]([CH3:36])[CH2:34][N:10]([S:7]([C:4]1[S:5][CH:6]=[C:2]([CH3:1])[N:3]=1)(=[O:8])=[O:9])[C:11]1[CH:19]=[C:18]2[C:14]([CH2:15][CH2:16][CH2:17]2)=[CH:13][C:12]=1[O:20][CH2:21][C:22]1[CH:23]=[CH:24][C:25]([C:26]([O:28][CH3:29])=[O:27])=[CH:30][CH:31]=1. (2) Given the reactants [H-].[Na+].[Cl:3][C:4]1[CH:5]=[C:6]2[C:10](=[CH:11][CH:12]=1)[NH:9][CH:8]=[CH:7]2.[CH2:13](Br)[CH:14]([CH3:16])[CH3:15], predict the reaction product. The product is: [Cl:3][C:4]1[CH:5]=[C:6]2[C:10](=[CH:11][CH:12]=1)[N:9]([CH2:13][CH:14]([CH3:16])[CH3:15])[CH:8]=[CH:7]2. (3) Given the reactants O=C1[N:7]([CH2:8][C:9]2[CH:14]=[CH:13][N:12]=[C:11]([NH:15][C:16](=[O:26])[NH:17][CH2:18][CH2:19][O:20][C:21](=[O:25])[C:22]([CH3:24])=[CH2:23])[CH:10]=2)[C:6]2[CH:27]=[CH:28][CH:29]=[CH:30][C:5]=2[C:4](=[O:31])O1.Cl.[C:33]([C:35]1[CH:43]=[CH:42][C:38]([CH2:39][O:40][NH2:41])=[CH:37][CH:36]=1)#[N:34], predict the reaction product. The product is: [C:33]([C:35]1[CH:43]=[CH:42][C:38]([CH2:39][O:40][NH:41][C:4]([C:5]2[CH:30]=[CH:29][CH:28]=[CH:27][C:6]=2[NH:7][CH2:8][C:9]2[CH:14]=[CH:13][N:12]=[C:11]([NH:15][C:16](=[O:26])[NH:17][CH2:18][CH2:19][O:20][C:21](=[O:25])[C:22]([CH3:24])=[CH2:23])[CH:10]=2)=[O:31])=[CH:37][CH:36]=1)#[N:34]. (4) The product is: [CH3:35][C:34]1[C:30]([N:23]([CH2:24][O:25][CH2:26][CH2:27][O:28][CH3:29])[S:22]([C:17]2[S:18][C:19]([CH3:21])=[CH:20][C:16]=2[C:13]2[CH:14]=[CH:15][C:10]([CH2:9][OH:8])=[CH:11][C:12]=2[O:39][CH2:40][CH:41]([CH3:43])[CH3:42])(=[O:38])=[O:37])=[N:31][O:32][C:33]=1[CH3:36]. Given the reactants [H-].[Al+3].[Li+].[H-].[H-].[H-].C[O:8][C:9](=O)[C:10]1[CH:15]=[CH:14][C:13]([C:16]2[CH:20]=[C:19]([CH3:21])[S:18][C:17]=2[S:22](=[O:38])(=[O:37])[N:23]([C:30]2[C:34]([CH3:35])=[C:33]([CH3:36])[O:32][N:31]=2)[CH2:24][O:25][CH2:26][CH2:27][O:28][CH3:29])=[C:12]([O:39][CH2:40][CH:41]([CH3:43])[CH3:42])[CH:11]=1.[OH-].[Na+], predict the reaction product.